Dataset: TCR-epitope binding with 47,182 pairs between 192 epitopes and 23,139 TCRs. Task: Binary Classification. Given a T-cell receptor sequence (or CDR3 region) and an epitope sequence, predict whether binding occurs between them. (1) The epitope is ATDALMTGY. The TCR CDR3 sequence is CASSLGWGPSEQYF. Result: 0 (the TCR does not bind to the epitope). (2) The epitope is FPPTSFGPL. The TCR CDR3 sequence is CASSTGGMGNQPQHF. Result: 1 (the TCR binds to the epitope). (3) The epitope is KLSYGIATV. The TCR CDR3 sequence is CASSPGLADYNEQFF. Result: 0 (the TCR does not bind to the epitope).